Dataset: Full USPTO retrosynthesis dataset with 1.9M reactions from patents (1976-2016). Task: Predict the reactants needed to synthesize the given product. (1) The reactants are: OO.C(O[C:10]([C:12](F)(F)F)=[O:11])(C(F)(F)F)=O.C(C1N=[N+:20]([O-:39])[C:21]2[CH:30]=[C:29]3[C:25]([CH2:26][CH:27](CCN4CCOCC4)[CH2:28]3)=[CH:24][C:22]=2[N:23]=1)C.C(O)(C(F)(F)F)=[O:41]. Given the product [N+:20]([C:21]1[CH:30]=[C:29]2[C:25]([CH2:26][CH2:27][CH2:28]2)=[CH:24][C:22]=1[NH:23][C:10](=[O:11])[CH3:12])([O-:39])=[O:41], predict the reactants needed to synthesize it. (2) Given the product [C:4]([O:3][C:1]([N:8]1[CH2:15][CH:14]([O:16][C:24]2[C:33]3[C:28](=[CH:29][C:30]([O:34][CH3:35])=[CH:31][CH:32]=3)[N:27]=[C:26]([C:36]3[CH:41]=[CH:40][CH:39]=[CH:38][N:37]=3)[CH:25]=2)[CH2:13][CH:9]1[C:10]([OH:12])=[O:11])=[O:2])([CH3:7])([CH3:6])[CH3:5], predict the reactants needed to synthesize it. The reactants are: [C:1]([N:8]1[CH2:15][CH:14]([OH:16])[CH2:13][C@H:9]1[C:10]([OH:12])=[O:11])([O:3][C:4]([CH3:7])([CH3:6])[CH3:5])=[O:2].CC([O-])(C)C.[K+].Cl[C:24]1[C:33]2[C:28](=[CH:29][C:30]([O:34][CH3:35])=[CH:31][CH:32]=2)[N:27]=[C:26]([C:36]2[CH:41]=[CH:40][CH:39]=[CH:38][N:37]=2)[CH:25]=1. (3) Given the product [Cl:32][C:29]1[CH:30]=[CH:31][C:26]([C:23]([C:20]2[N:19]([C:35]3[CH:40]=[CH:39][C:38]([F:41])=[CH:37][CH:36]=3)[C:18]([S:17][CH2:16][C:15]3[C:14]([F:45])=[CH:13][C:12]([O:11][CH2:10][CH2:9][OH:8])=[CH:43][C:42]=3[F:44])=[N:22][CH:21]=2)([CH3:25])[CH3:24])=[CH:27][C:28]=1[O:33][CH3:34], predict the reactants needed to synthesize it. The reactants are: [Si]([O:8][CH2:9][CH2:10][O:11][C:12]1[CH:43]=[C:42]([F:44])[C:15]([CH2:16][S:17][C:18]2[N:19]([C:35]3[CH:40]=[CH:39][C:38]([F:41])=[CH:37][CH:36]=3)[C:20]([C:23]([C:26]3[CH:31]=[CH:30][C:29]([Cl:32])=[C:28]([O:33][CH3:34])[CH:27]=3)([CH3:25])[CH3:24])=[CH:21][N:22]=2)=[C:14]([F:45])[CH:13]=1)(C(C)(C)C)(C)C. (4) Given the product [C:7]([CH:11]1[CH2:20][CH2:19][C:18]2[N:17]=[C:16]3[S:21][C:22]([NH:1][C:2]([NH2:4])=[O:3])=[N:23][C:15]3=[CH:14][C:13]=2[CH2:12]1)([CH3:10])([CH3:8])[CH3:9], predict the reactants needed to synthesize it. The reactants are: [NH2:1][C:2]([NH2:4])=[O:3].[H-].[Na+].[C:7]([CH:11]1[CH2:20][CH2:19][C:18]2[N:17]=[C:16]3[S:21][C:22](S(C)(=O)=O)=[N:23][C:15]3=[CH:14][C:13]=2[CH2:12]1)([CH3:10])([CH3:9])[CH3:8]. (5) The reactants are: [NH2:1][C:2]1[N:10]=[C:9]([O:11][CH2:12][CH2:13][CH2:14][CH3:15])[N:8]=[C:7]2[C:3]=1[N:4]=[C:5]([O:30][CH3:31])[N:6]2[CH2:16][CH:17]1[CH2:22]CN(C(OC(C)(C)C)=O)[CH2:19][CH2:18]1.FC(F)(F)C(O)=O.C(OC1N=C2C(N=C(OC)N2)=C(N)N=1)CCC.BrC[C@@H]1CCC[N:60]([C:64]([O:66][C:67]([CH3:70])([CH3:69])[CH3:68])=[O:65])[CH2:59]1. Given the product [NH2:1][C:2]1[N:10]=[C:9]([O:11][CH2:12][CH2:13][CH2:14][CH3:15])[N:8]=[C:7]2[C:3]=1[N:4]=[C:5]([O:30][CH3:31])[N:6]2[CH2:16][C@@H:17]1[CH2:18][CH2:19][CH2:59][N:60]([C:64]([O:66][C:67]([CH3:70])([CH3:69])[CH3:68])=[O:65])[CH2:22]1, predict the reactants needed to synthesize it. (6) Given the product [Cl:1][C:2]1[CH:3]=[CH:4][C:5]2[N:6]([C:8]([CH2:11][C:13]3[C:14]([F:24])=[C:15]4[C:20](=[CH:21][C:22]=3[F:23])[N:19]=[CH:18][CH:17]=[CH:16]4)=[CH:9][N:10]=2)[N:7]=1, predict the reactants needed to synthesize it. The reactants are: [Cl:1][C:2]1[CH:3]=[CH:4][C:5]2[N:6]([C:8]([CH:11]([C:13]3[C:14]([F:24])=[C:15]4[C:20](=[CH:21][C:22]=3[F:23])[N:19]=[CH:18][CH:17]=[CH:16]4)O)=[CH:9][N:10]=2)[N:7]=1.II.O[PH2]=O.[OH-].[Na+].